This data is from Forward reaction prediction with 1.9M reactions from USPTO patents (1976-2016). The task is: Predict the product of the given reaction. Given the reactants [CH2:1]([C:8]1[CH:16]=[CH:15][CH:14]=[CH:13][C:9]=1[C:10]([OH:12])=O)[C:2]1[CH:7]=[CH:6][CH:5]=[CH:4][CH:3]=1.C(N1C=CN=C1)(N1C=CN=C1)=O.[F:29][C:30]([F:44])([F:43])[C:31]1[CH:32]=[C:33]([CH:36]=[C:37]([C:39]([F:42])([F:41])[F:40])[CH:38]=1)[CH2:34][NH2:35], predict the reaction product. The product is: [CH2:1]([C:8]1[CH:16]=[CH:15][CH:14]=[CH:13][C:9]=1[C:10]([NH:35][CH2:34][C:33]1[CH:36]=[C:37]([C:39]([F:40])([F:41])[F:42])[CH:38]=[C:31]([C:30]([F:29])([F:43])[F:44])[CH:32]=1)=[O:12])[C:2]1[CH:3]=[CH:4][CH:5]=[CH:6][CH:7]=1.